Dataset: Catalyst prediction with 721,799 reactions and 888 catalyst types from USPTO. Task: Predict which catalyst facilitates the given reaction. (1) Product: [CH:15]([C@H:11]1[CH2:12][CH2:13][CH2:14][N:10]1[C:8]([O:7][C:3]([CH3:6])([CH3:5])[CH3:4])=[O:9])=[CH2:17]. Reactant: [H-].[Na+].[C:3]([O:7][C:8]([N:10]1[CH2:14][CH2:13][CH2:12][C@@H:11]1[CH:15]=O)=[O:9])([CH3:6])([CH3:5])[CH3:4].[CH3:17]S(C)=O. The catalyst class is: 629. (2) Reactant: C[O:2][C:3](=[O:34])[C@H:4]([CH2:30][CH2:31][S:32][CH3:33])[NH:5][C:6](=[O:29])[C:7]1[CH:12]=[CH:11][C:10]([CH:13]=[CH:14][C:15]2[CH:16]=[N:17][CH:18]=[CH:19][C:20]=2Cl)=[CH:9][C:8]=1[C:22]1[CH:27]=[CH:26][CH:25]=[CH:24][C:23]=1[CH3:28].[CH3:35][O-:36].[Na+:37]. Product: [Na+:37].[CH3:35][O:36][C:20]1[CH:19]=[CH:18][N:17]=[CH:16][C:15]=1[CH:14]=[CH:13][C:10]1[CH:11]=[CH:12][C:7]([C:6]([NH:5][C@H:4]([C:3]([O-:34])=[O:2])[CH2:30][CH2:31][S:32][CH3:33])=[O:29])=[C:8]([C:22]2[CH:27]=[CH:26][CH:25]=[CH:24][C:23]=2[CH3:28])[CH:9]=1. The catalyst class is: 3. (3) Reactant: Cl.Cl.[NH:3]1[C:11]2[C:6](=[CH:7][C:8]([NH:12][C:13]3[C:22]4[C:17](=[CH:18][CH:19]=[C:20]([O:23][CH2:24][CH2:25][N:26]5[CH2:31][CH2:30][N:29]([CH3:32])[CH2:28][CH2:27]5)[CH:21]=4)[N:16]=[C:15]([C:33]4[CH:34]=[C:35]([NH:39][C:40](=[O:44])[CH2:41][CH2:42][CH3:43])[CH:36]=[CH:37][CH:38]=4)[N:14]=3)=[CH:9][CH:10]=2)[CH:5]=[N:4]1. Product: [NH:3]1[C:11]2[C:6](=[CH:7][C:8]([NH:12][C:13]3[C:22]4[C:17](=[CH:18][CH:19]=[C:20]([O:23][CH2:24][CH2:25][N:26]5[CH2:27][CH2:28][N:29]([CH3:32])[CH2:30][CH2:31]5)[CH:21]=4)[N:16]=[C:15]([C:33]4[CH:34]=[C:35]([NH:39][C:40](=[O:44])[CH2:41][CH2:42][CH3:43])[CH:36]=[CH:37][CH:38]=4)[N:14]=3)=[CH:9][CH:10]=2)[CH:5]=[N:4]1. The catalyst class is: 2. (4) Reactant: CO[CH:3]([O:14]C)[C:4]1[CH:5]=[C:6]([CH3:13])[C:7]([CH:11]=O)=[N:8][C:9]=1[CH3:10].[S:16]1C[C:19](=[O:21])[NH:18][C:17]1=[O:22].N1CCCCC1.Cl. Product: [CH:3]([C:4]1[CH:5]=[C:6]([CH3:13])[C:7](=[C:11]2[S:16][C:17](=[O:22])[NH:18][C:19]2=[O:21])[NH:8][C:9]=1[CH3:10])=[O:14]. The catalyst class is: 40. (5) Reactant: [C:1]12([CH2:11][C:12](O)=[O:13])[CH2:10][CH:5]3[CH2:6][CH:7]([CH2:9][CH:3]([CH2:4]3)[CH2:2]1)[CH2:8]2.CCN=C=NCCCN(C)C.C(N(CC)CC)C.[S:33]1[C:41]2[CH2:40][CH2:39][NH:38][CH2:37][C:36]=2[CH:35]=[CH:34]1. Product: [C:1]12([CH2:11][C:12]([N:38]3[CH2:39][CH2:40][C:41]4[S:33][CH:34]=[CH:35][C:36]=4[CH2:37]3)=[O:13])[CH2:10][CH:5]3[CH2:6][CH:7]([CH2:9][CH:3]([CH2:4]3)[CH2:2]1)[CH2:8]2. The catalyst class is: 64. (6) Reactant: C1O[C@@H]([O:7][C:8]2[CH:13]=[CH:12][C:11]([N+:14]([O-:16])=[O:15])=[CH:10][CH:9]=2)[C@H](O)[C@@H](O)[C@@H]1O.C(O)(=O)C.P(=O)(O)(O)O. Product: [CH:10]1[C:11]([N+:14]([O-:16])=[O:15])=[CH:12][CH:13]=[C:8]([OH:7])[CH:9]=1. The catalyst class is: 6.